Task: Predict the reaction yield, written as a fraction of the theoretical maximum amount of product (1.0 means a 100% yield; for example, 0.34 means a 34% yield).. Dataset: Reaction yield outcomes from USPTO patents with 853,638 reactions The reactants are [Br:1][C:2]1[CH:3]=[C:4]([NH:8]N)[CH:5]=[CH:6][CH:7]=1.[C:10]([N:17]1[CH2:22][CH2:21][C:20](=O)[CH2:19][CH2:18]1)([O:12][C:13]([CH3:16])([CH3:15])[CH3:14])=[O:11].Cl.CC(OC(OC(OC(C)(C)C)=O)=O)(C)C.C(N(CC)CC)C. The catalyst is C(O)C.CN(C1C=CN=CC=1)C. The product is [Br:1][C:2]1[CH:7]=[CH:6][C:5]2[C:19]3[CH2:18][N:17]([C:10]([O:12][C:13]([CH3:16])([CH3:15])[CH3:14])=[O:11])[CH2:22][CH2:21][C:20]=3[NH:8][C:4]=2[CH:3]=1. The yield is 0.420.